This data is from CYP2D6 inhibition data for predicting drug metabolism from PubChem BioAssay. The task is: Regression/Classification. Given a drug SMILES string, predict its absorption, distribution, metabolism, or excretion properties. Task type varies by dataset: regression for continuous measurements (e.g., permeability, clearance, half-life) or binary classification for categorical outcomes (e.g., BBB penetration, CYP inhibition). Dataset: cyp2d6_veith. The compound is NC(=NC1C2CC3CC(C2)CC1C3)Nc1ccc(I)cc1. The result is 1 (inhibitor).